From a dataset of Full USPTO retrosynthesis dataset with 1.9M reactions from patents (1976-2016). Predict the reactants needed to synthesize the given product. (1) Given the product [C:1]([NH:8][C@@H:9]1[CH2:37][N:12]2[C@H:13]([CH:24]([C:31]3[CH:36]=[CH:35][CH:34]=[CH:33][CH:32]=3)[C:25]3[CH:26]=[CH:27][CH:28]=[CH:29][CH:30]=3)[CH2:14][N:15]([C:17]([O:19][C:20]([CH3:21])([CH3:23])[CH3:22])=[O:18])[CH2:16][C@@H:11]2[CH2:10]1)(=[O:3])[CH3:2], predict the reactants needed to synthesize it. The reactants are: [C:1](OC(=O)C)(=[O:3])[CH3:2].[NH2:8][C@@H:9]1[CH2:37][N:12]2[C@H:13]([CH:24]([C:31]3[CH:36]=[CH:35][CH:34]=[CH:33][CH:32]=3)[C:25]3[CH:30]=[CH:29][CH:28]=[CH:27][CH:26]=3)[CH2:14][N:15]([C:17]([O:19][C:20]([CH3:23])([CH3:22])[CH3:21])=[O:18])[CH2:16][C@@H:11]2[CH2:10]1.N1C=CC=CC=1.C(=O)([O-])O.[Na+]. (2) Given the product [F:31][C:28]([F:29])([F:30])[C:26]1[CH:25]=[C:5]([CH:4]=[C:3]([C:2]([F:1])([F:32])[F:33])[CH:27]=1)[C:6]([N:8]1[CH2:9][CH2:10][C:11]2([C:15](=[O:16])[N:14]([CH2:38][CH2:37][CH2:36][N:35]([CH3:40])[CH3:34])[CH2:13][CH:12]2[C:17]2[CH:18]=[CH:19][CH:20]=[CH:21][CH:22]=2)[CH2:23][CH2:24]1)=[O:7], predict the reactants needed to synthesize it. The reactants are: [F:1][C:2]([F:33])([F:32])[C:3]1[CH:4]=[C:5]([CH:25]=[C:26]([C:28]([F:31])([F:30])[F:29])[CH:27]=1)[C:6]([N:8]1[CH2:24][CH2:23][C:11]2([C:15](=[O:16])[NH:14][CH2:13][CH:12]2[C:17]2[CH:22]=[CH:21][CH:20]=[CH:19][CH:18]=2)[CH2:10][CH2:9]1)=[O:7].[CH3:34][N:35]([CH3:40])[CH2:36][CH2:37][CH2:38]Cl. (3) The reactants are: [CH2:1]([NH:4][C:5](=[O:33])[C:6]1[CH:11]=[CH:10][C:9]([NH:12][C:13]2[N:18]3[CH:19]=[CH:20][N:21]=[C:17]3[C:16]3[CH:22]=[CH:23][N:24](COCC[Si](C)(C)C)[C:15]=3[N:14]=2)=[CH:8][CH:7]=1)[CH2:2][CH3:3].C(O)(C(F)(F)F)=O.[NH4+].[OH-]. Given the product [N:21]1[CH:20]=[CH:19][N:18]2[C:17]=1[C:16]1[CH:22]=[CH:23][NH:24][C:15]=1[N:14]=[C:13]2[NH:12][C:9]1[CH:8]=[CH:7][C:6]([C:5]([NH:4][CH2:1][CH2:2][CH3:3])=[O:33])=[CH:11][CH:10]=1, predict the reactants needed to synthesize it. (4) The reactants are: [CH3:1][S:2](Cl)(=[O:4])=[O:3].[F:6][C:7]1[C:8]([CH3:26])([CH3:25])[O:9][C:10]2[C:15]([C:16]=1[C:17]1[CH:22]=[CH:21][C:20]([F:23])=[CH:19][CH:18]=1)=[CH:14][CH:13]=[C:12]([NH2:24])[CH:11]=2. Given the product [F:6][C:7]1[C:8]([CH3:26])([CH3:25])[O:9][C:10]2[C:15]([C:16]=1[C:17]1[CH:18]=[CH:19][C:20]([F:23])=[CH:21][CH:22]=1)=[CH:14][CH:13]=[C:12]([NH:24][S:2]([CH3:1])(=[O:4])=[O:3])[CH:11]=2, predict the reactants needed to synthesize it. (5) Given the product [C:1]([O:4][CH2:5][CH2:6][O:7][C:8]1[C:12]([C:49]2[CH:50]=[CH:51][C:46]([C:45]([F:56])([F:55])[F:44])=[CH:47][CH:48]=2)=[C:11]([N:14]([S:21]([C:24]2[CH:29]=[CH:28][C:27]([C:30]([CH3:33])([CH3:32])[CH3:31])=[CH:26][CH:25]=2)(=[O:23])=[O:22])[CH2:15][O:16][CH2:17][CH2:18][O:19][CH3:20])[N:10]([CH3:34])[N:9]=1)(=[O:3])[CH3:2], predict the reactants needed to synthesize it. The reactants are: [C:1]([O:4][CH2:5][CH2:6][O:7][C:8]1[C:12](I)=[C:11]([N:14]([S:21]([C:24]2[CH:29]=[CH:28][C:27]([C:30]([CH3:33])([CH3:32])[CH3:31])=[CH:26][CH:25]=2)(=[O:23])=[O:22])[CH2:15][O:16][CH2:17][CH2:18][O:19][CH3:20])[N:10]([CH3:34])[N:9]=1)(=[O:3])[CH3:2].C(O)C.C(=O)([O-])[O-].[Cs+].[Cs+].[F:44][C:45]([F:56])([F:55])[C:46]1[CH:51]=[CH:50][C:49](B(O)O)=[CH:48][CH:47]=1. (6) Given the product [NH2:7][CH:8]1[CH2:13][CH2:12][N:11]([CH2:14][CH2:15][N:16]2[C:21](=[O:22])[CH2:20][O:19][C:18]3[CH:23]=[CH:24][C:25]([Br:27])=[N:26][C:17]2=3)[CH2:10][CH2:9]1, predict the reactants needed to synthesize it. The reactants are: C(OC(=O)[NH:7][CH:8]1[CH2:13][CH2:12][N:11]([CH2:14][CH2:15][N:16]2[C:21](=[O:22])[CH2:20][O:19][C:18]3[CH:23]=[CH:24][C:25]([Br:27])=[N:26][C:17]2=3)[CH2:10][CH2:9]1)(C)(C)C.NC1CCN(CCN2C3C(=CC=C(C#N)C=3)C=CC2=O)CC1. (7) Given the product [CH3:1][O:2][C:3](=[O:28])[C:4]1[CH:9]=[CH:8][C:7]([CH:10]=[CH:11][C:12]2[C:21]([CH2:22][N:29]3[CH:33]=[CH:32][CH:31]=[N:30]3)=[CH:20][C:19]3[C:18]([CH3:25])([CH3:24])[CH2:17][CH2:16][C:15]([CH3:27])([CH3:26])[C:14]=3[CH:13]=2)=[CH:6][CH:5]=1, predict the reactants needed to synthesize it. The reactants are: [CH3:1][O:2][C:3](=[O:28])[C:4]1[CH:9]=[CH:8][C:7](/[CH:10]=[CH:11]/[C:12]2[C:21]([CH2:22]Br)=[CH:20][C:19]3[C:18]([CH3:25])([CH3:24])[CH2:17][CH2:16][C:15]([CH3:27])([CH3:26])[C:14]=3[CH:13]=2)=[CH:6][CH:5]=1.[NH:29]1[CH:33]=[CH:32][CH:31]=[N:30]1.